From a dataset of Reaction yield outcomes from USPTO patents with 853,638 reactions. Predict the reaction yield, written as a fraction of the theoretical maximum amount of product (1.0 means a 100% yield; for example, 0.34 means a 34% yield). (1) The reactants are [NH2:1][C:2]1[C:3]([CH3:12])=[CH:4][C:5]([CH3:11])=[C:6]([CH:10]=1)[C:7]([OH:9])=O.CN(C(ON1N=NC2C=CC=CC1=2)=[N+](C)C)C.F[P-](F)(F)(F)(F)F.[F:37][C:38]1([C:44]2[CH:51]=[CH:50][C:47]([C:48]#[N:49])=[CH:46][CH:45]=2)[CH2:43][CH2:42][NH:41][CH2:40][CH2:39]1.CCN(C(C)C)C(C)C. The catalyst is CN(C=O)C.CCOC(C)=O. The product is [NH2:1][C:2]1[C:3]([CH3:12])=[CH:4][C:5]([CH3:11])=[C:6]([CH:10]=1)[C:7]([N:41]1[CH2:42][CH2:43][C:38]([C:44]2[CH:51]=[CH:50][C:47]([C:48]#[N:49])=[CH:46][CH:45]=2)([F:37])[CH2:39][CH2:40]1)=[O:9]. The yield is 0.730. (2) The yield is 0.260. The reactants are [CH3:1][C:2]1[N:6]=[CH:5][NH:4][N:3]=1.Cl[C:8]1[CH:13]=[CH:12][C:11]([N+:14]([O-:16])=[O:15])=[CH:10][C:9]=1[O:17][CH3:18].[OH-].[K+].O. The catalyst is CS(C)=O. The product is [CH3:18][O:17][C:9]1[CH:10]=[C:11]([N+:14]([O-:16])=[O:15])[CH:12]=[CH:13][C:8]=1[N:4]1[CH:5]=[N:6][C:2]([CH3:1])=[N:3]1. (3) The catalyst is C(Cl)Cl.CO. The yield is 0.410. The product is [CH3:1][O:2][C:3]([NH:5][C@@H:6]([C@@H:7]([CH3:8])[CH2:9][CH3:10])[C:11]([N:13]1[C@@H:17]([CH3:18])[CH2:16][CH2:15][C@H:14]1[C:19]1[NH:20][C:21]([C:24]2[CH:29]=[C:28]3[CH2:30][O:31][C:32]4[CH:59]=[C:58]5[C:35]([CH:36]=[CH:37][C:38]6[N:42]=[C:41]([C@@H:43]7[CH2:47][C@H:46]([CH2:48][O:49][CH3:50])[CH2:45][N:44]7[C:51](=[O:53])[C@H:66]([NH:65][C:63](=[O:64])[O:62][CH3:61])[C:70]7[CH:75]=[CH:74][CH:73]=[CH:72][CH:71]=7)[NH:40][C:39]=65)=[CH:34][C:33]=4[C:27]3=[CH:26][CH:25]=2)=[CH:22][N:23]=1)=[O:12])=[O:4]. The reactants are [CH3:1][O:2][C:3]([NH:5][C@H:6]([C:11]([N:13]1[C@@H:17]([CH3:18])[CH2:16][CH2:15][C@H:14]1[C:19]1[NH:20][C:21]([C:24]2[CH:29]=[C:28]3[CH2:30][O:31][C:32]4[CH:59]=[C:58]5[C:35]([CH:36]=[CH:37][C:38]6[N:42]=[C:41]([C@@H:43]7[CH2:47][C@H:46]([CH2:48][O:49][CH3:50])[CH2:45][N:44]7[C:51]([O:53]C(C)(C)C)=O)[NH:40][C:39]=65)=[CH:34][C:33]=4[C:27]3=[CH:26][CH:25]=2)=[CH:22][N:23]=1)=[O:12])[C@H:7]([CH2:9][CH3:10])[CH3:8])=[O:4].Cl.[CH3:61][O:62][C:63]([NH:65][C@H:66]([C:70]1[CH:75]=[CH:74][CH:73]=[CH:72][CH:71]=1)C(O)=O)=[O:64].CCN(C(C)C)C(C)C.CCOC(C(C#N)=NOC(N1CCOCC1)=[N+](C)C)=O.F[P-](F)(F)(F)(F)F. (4) The reactants are F[P:2](F)([C:17]([F:23])([F:22])[C:18]([F:21])([F:20])[F:19])([C:10]([F:16])([F:15])[C:11]([F:14])([F:13])[F:12])[C:3]([F:9])([F:8])[C:4]([F:7])([F:6])[F:5].[BH4-].[Na+]. No catalyst specified. The product is [F:9][C:3]([P:2]([C:10]([F:15])([F:16])[C:11]([F:12])([F:13])[F:14])[C:17]([F:23])([F:22])[C:18]([F:21])([F:20])[F:19])([F:8])[C:4]([F:7])([F:6])[F:5]. The yield is 0.930. (5) The reactants are [CH3:1][P:2](=[O:7])([CH:5]=[CH2:6])[CH:3]=[CH2:4].[C:8]([N:15]1[CH2:20][CH2:19][CH:18]([NH2:21])[CH2:17][CH2:16]1)([O:10][C:11]([CH3:14])([CH3:13])[CH3:12])=[O:9]. The catalyst is C1COCC1.O. The product is [CH3:1][P:2]1(=[O:7])[CH2:5][CH2:6][N:21]([CH:18]2[CH2:17][CH2:16][N:15]([C:8]([O:10][C:11]([CH3:14])([CH3:13])[CH3:12])=[O:9])[CH2:20][CH2:19]2)[CH2:4][CH2:3]1. The yield is 0.380. (6) The reactants are [CH3:1][C:2](=[CH:4][CH2:5][CH2:6][C@H:7]([CH3:13])CCCCC)[CH3:3].C[C:15]([CH3:17])=[O:16].[OH:18]S(O)(=O)=O.O=[Cr](=O)=O.O.[O-]S([O-])(=O)=O.[Na+].[Na+]. The catalyst is CC(C)=O.C(Cl)Cl.CCOCC. The product is [CH3:1][C@H:2]([CH2:4][CH2:5][CH2:6][CH2:7][CH3:13])[CH2:3][CH2:17][C:15]([OH:18])=[O:16]. The yield is 0.540. (7) The catalyst is C1COCC1. The yield is 0.430. The product is [OH:28][C@H:26]([CH3:27])[C@@H:13]([NH:12][C:6]1[C:7]2[CH:11]=[CH:10][S:9][C:8]=2[C:3]([C:1]#[N:2])=[CH:4][CH:5]=1)[C:14]1[O:15][C:18]([C:19]2[CH:20]=[CH:21][CH:22]=[CH:23][CH:24]=2)=[N:17][N:16]=1. The reactants are [C:1]([C:3]1[C:8]2[S:9][CH:10]=[CH:11][C:7]=2[C:6]([NH:12][C@H:13]([C@H:26]([OH:28])[CH3:27])[C:14]([NH:16][NH:17][C:18](=O)[C:19]2[CH:24]=[CH:23][CH:22]=[CH:21][CH:20]=2)=[O:15])=[CH:5][CH:4]=1)#[N:2].CCN(P1(N(C)CCCN1C)=NC(C)(C)C)CC.CO.